From a dataset of Catalyst prediction with 721,799 reactions and 888 catalyst types from USPTO. Predict which catalyst facilitates the given reaction. (1) Reactant: [CH:1]1[C:14]2[C:13](=[O:15])[C:12](=[O:16])[C:11]3[C:6](=[CH:7][CH:8]=[CH:9][CH:10]=3)[C:5]=2[CH:4]=[CH:3][CH:2]=1.FC(F)(F)C(O)=O.[I:24]N1C(=O)CCC1=O. Product: [I:24][C:2]1[CH:3]=[CH:4][C:5]2[C:6]3[C:11](=[CH:10][CH:9]=[CH:8][CH:7]=3)[C:12](=[O:16])[C:13](=[O:15])[C:14]=2[CH:1]=1. The catalyst class is: 6. (2) Reactant: Cl.Cl[CH2:3][CH2:4][CH2:5][N:6]1[CH2:11][C@@H:10]([CH3:12])[CH2:9][C@H:8]([CH3:13])[CH2:7]1.[CH3:14][N:15]([CH3:29])[C@H:16]1[CH2:21][CH2:20][C@H:19]([C:22]2[CH:27]=[CH:26][C:25]([OH:28])=[CH:24][CH:23]=2)[CH2:18][CH2:17]1.C(=O)([O-])[O-].[K+].[K+]. Product: [CH3:14][N:15]([CH3:29])[C@H:16]1[CH2:17][CH2:18][C@H:19]([C:22]2[CH:23]=[CH:24][C:25]([O:28][CH2:3][CH2:4][CH2:5][N:6]3[CH2:11][C@@H:10]([CH3:12])[CH2:9][C@H:8]([CH3:13])[CH2:7]3)=[CH:26][CH:27]=2)[CH2:20][CH2:21]1. The catalyst class is: 9.